From a dataset of Retrosynthesis with 50K atom-mapped reactions and 10 reaction types from USPTO. Predict the reactants needed to synthesize the given product. (1) The reactants are: O=[N+]([O-])/C=C/c1ccc(Br)cc1. Given the product O=[N+]([O-])CCc1ccc(Br)cc1, predict the reactants needed to synthesize it. (2) The reactants are: CC(C)(C)C(=O)OCOP(=O)(CCCCc1ccccc1)CC(=O)N1Cc2ccccc2C[C@H]1C(=O)OCc1ccccc1. Given the product CC(C)(C)C(=O)OCOP(=O)(CCCCc1ccccc1)CC(=O)N1Cc2ccccc2C[C@H]1C(=O)O, predict the reactants needed to synthesize it. (3) The reactants are: N#CBr.c1cnc2[nH]ccc2c1. Given the product N#Cn1ccc2cccnc21, predict the reactants needed to synthesize it. (4) The reactants are: C=CCN.O=C(Cl)OCc1ccccc1. Given the product NCC=CC(=O)OCc1ccccc1, predict the reactants needed to synthesize it.